Predict the reaction yield, written as a fraction of the theoretical maximum amount of product (1.0 means a 100% yield; for example, 0.34 means a 34% yield). From a dataset of Reaction yield outcomes from USPTO patents with 853,638 reactions. (1) The reactants are [CH:1]1([N:7]([CH2:18][CH3:19])[CH2:8][CH2:9][CH2:10][C:11]2[CH:16]=[CH:15][C:14]([OH:17])=[CH:13][CH:12]=2)[CH2:6][CH2:5][CH2:4][CH2:3][CH2:2]1.C(OC1C=CC(CC[CH2:36][N:37]([CH:40]2[CH2:45][CH2:44][CH2:43][CH2:42][CH2:41]2)CC)=CC=1)C1C=CC=CC=1.C([OH:48])C.C(OCC)(=O)C. The yield is 0.990. The product is [O:48]1[C:41]2[CH:42]=[CH:43][CH:44]=[CH:45][C:40]=2[N:37]=[C:36]1[O:17][C:14]1[CH:13]=[CH:12][C:11]([CH2:10][CH2:9][CH2:8][N:7]([CH:1]2[CH2:6][CH2:5][CH2:4][CH2:3][CH2:2]2)[CH2:18][CH3:19])=[CH:16][CH:15]=1. The catalyst is [Pd]. (2) The reactants are C([O-])(=[O:3])C.[NH4+].Cl[C:7]1[C:16]([C:17]#[N:18])=[C:15]([Cl:19])[C:14]2[C:9](=[CH:10][CH:11]=[CH:12][CH:13]=2)[N:8]=1. The catalyst is C(O)(=O)C. The product is [Cl:19][C:15]1[C:14]2[C:9](=[CH:10][CH:11]=[CH:12][CH:13]=2)[NH:8][C:7](=[O:3])[C:16]=1[C:17]#[N:18]. The yield is 0.940. (3) The reactants are [C:1]([O:5][C:6]([N:8]1[CH2:13][CH2:12][CH:11]([C:14]2[N:18]([C:19]3[CH:24]=[CH:23][C:22]([O:25][C:26]4[CH:31]=[CH:30][CH:29]=[CH:28][CH:27]=4)=[CH:21][CH:20]=3)[N:17]=[C:16]([C:32]([O:34]CC)=[O:33])[CH:15]=2)[CH2:10][CH2:9]1)=[O:7])([CH3:4])([CH3:3])[CH3:2].[Li+].[OH-]. The catalyst is C1COCC1.CO.O. The product is [C:1]([O:5][C:6]([N:8]1[CH2:13][CH2:12][CH:11]([C:14]2[N:18]([C:19]3[CH:20]=[CH:21][C:22]([O:25][C:26]4[CH:27]=[CH:28][CH:29]=[CH:30][CH:31]=4)=[CH:23][CH:24]=3)[N:17]=[C:16]([C:32]([OH:34])=[O:33])[CH:15]=2)[CH2:10][CH2:9]1)=[O:7])([CH3:4])([CH3:2])[CH3:3]. The yield is 0.760. (4) The reactants are [S:1]1(=O)(=O)[C:5]2[CH:6]=[C:7]([OH:10])[CH:8]=[CH:9][C:4]=2[CH2:3][CH2:2]1.CC(C[AlH]CC(C)C)C.CCO.Cl. The catalyst is C1(C)C=CC=CC=1.C1COCC1.O. The product is [S:1]1[C:5]2[CH:6]=[C:7]([OH:10])[CH:8]=[CH:9][C:4]=2[CH2:3][CH2:2]1. The yield is 0.530.